Dataset: NCI-60 drug combinations with 297,098 pairs across 59 cell lines. Task: Regression. Given two drug SMILES strings and cell line genomic features, predict the synergy score measuring deviation from expected non-interaction effect. (1) Drug 1: C1CN(CCN1C(=O)CCBr)C(=O)CCBr. Drug 2: C(CN)CNCCSP(=O)(O)O. Cell line: UACC62. Synergy scores: CSS=40.5, Synergy_ZIP=-4.12, Synergy_Bliss=-0.372, Synergy_Loewe=-23.7, Synergy_HSA=-0.389. (2) Drug 1: COC1=NC(=NC2=C1N=CN2C3C(C(C(O3)CO)O)O)N. Drug 2: C1=CN(C=N1)CC(O)(P(=O)(O)O)P(=O)(O)O. Cell line: DU-145. Synergy scores: CSS=3.40, Synergy_ZIP=-2.13, Synergy_Bliss=0.499, Synergy_Loewe=-3.68, Synergy_HSA=-2.89.